This data is from Reaction yield outcomes from USPTO patents with 853,638 reactions. The task is: Predict the reaction yield, written as a fraction of the theoretical maximum amount of product (1.0 means a 100% yield; for example, 0.34 means a 34% yield). (1) The reactants are C[O:2][C:3]1[CH:4]=[C:5]2[C:18](=[CH:19][CH:20]=1)[C:17]1[C:12](=[CH:13][C:14]3[C:15](=[C:21]4[C:26]([CH:27]=3)=[CH:25][C:24]([N:28]([C:36]3[CH:37]=[C:38]([CH3:42])[CH:39]=[CH:40][CH:41]=3)[C:29]3[CH:30]=[C:31]([CH3:35])[CH:32]=[CH:33][CH:34]=3)=[CH:23][C:22]34[C:54]4[CH:53]=[CH:52][CH:51]=[CH:50][C:49]=4[C:48]4[C:43]3=[CH:44][CH:45]=[CH:46][CH:47]=4)[CH:16]=1)[C:11]1[C:6]2=[CH:7][CH:8]=[CH:9][CH:10]=1.Cl.N1C=CC=CC=1. No catalyst specified. The product is [C:38]1([CH3:42])[CH:39]=[CH:40][CH:41]=[C:36]([N:28]([C:29]2[CH:30]=[C:31]([CH3:35])[CH:32]=[CH:33][CH:34]=2)[C:24]2[CH:25]=[C:26]3[C:21]([C:22]4([C:54]5[CH:53]=[CH:52][CH:51]=[CH:50][C:49]=5[C:48]5[C:43]4=[CH:44][CH:45]=[CH:46][CH:47]=5)[CH:23]=2)=[C:15]2[C:14]([CH:13]=[C:12]4[C:17](=[CH:16]2)[C:18]2[CH:19]=[CH:20][C:3]([OH:2])=[CH:4][C:5]=2[C:6]2[CH:7]=[CH:8][CH:9]=[CH:10][C:11]4=2)=[CH:27]3)[CH:37]=1. The yield is 0.870. (2) The reactants are [OH:1][C:2]1[CH:11]=[C:10]([O:12][CH2:13][O:14][CH3:15])[C:9]([CH:16]([CH3:18])[CH3:17])=[CH:8][C:3]=1[C:4]([O:6][CH3:7])=[O:5].C(=O)([O-])[O-].[K+].[K+].[CH2:25](Br)[CH:26]=[CH2:27]. The catalyst is C(#N)C. The product is [CH2:27]([O:1][C:2]1[CH:11]=[C:10]([O:12][CH2:13][O:14][CH3:15])[C:9]([CH:16]([CH3:18])[CH3:17])=[CH:8][C:3]=1[C:4]([O:6][CH3:7])=[O:5])[CH:26]=[CH2:25]. The yield is 0.970.